This data is from Forward reaction prediction with 1.9M reactions from USPTO patents (1976-2016). The task is: Predict the product of the given reaction. (1) Given the reactants [CH3:1][O:2][C:3]1[CH:4]=[C:5]([N:11]2[CH2:16][CH2:15][NH:14][CH2:13][CH2:12]2)[CH:6]=[C:7]([O:9][CH3:10])[CH:8]=1.CN(C)CCCN=C=NCC.O.ON1C2C=CC=CC=2N=N1.[C:39]1([C:45]2[N:46]=[C:47]3[CH:52]=[CH:51][CH:50]=[CH:49][N:48]3[C:53]=2[C:54](O)=[O:55])[CH:44]=[CH:43][CH:42]=[CH:41][CH:40]=1, predict the reaction product. The product is: [CH3:1][O:2][C:3]1[CH:4]=[C:5]([N:11]2[CH2:12][CH2:13][N:14]([C:54]([C:53]3[N:48]4[CH:49]=[CH:50][CH:51]=[CH:52][C:47]4=[N:46][C:45]=3[C:39]3[CH:44]=[CH:43][CH:42]=[CH:41][CH:40]=3)=[O:55])[CH2:15][CH2:16]2)[CH:6]=[C:7]([O:9][CH3:10])[CH:8]=1. (2) Given the reactants [CH2:1]([N:8]1[CH2:13][CH2:12][O:11][CH2:10][CH:9]1[CH2:14]O)C1C=CC=CC=1.C(N(CC)CC)C.CS(OS(C)(=O)=O)(=O)=O.[N:32]1(C(OC(C)(C)C)=O)[CH2:37][CH2:36][NH:35][CH2:34][CH2:33]1.C(=O)([O-])[O-].[Na+].[Na+], predict the reaction product. The product is: [CH3:1][N:8]1[CH2:13][CH2:12][O:11][CH2:10][CH:9]1[CH2:14][N:32]1[CH2:37][CH2:36][NH:35][CH2:34][CH2:33]1. (3) Given the reactants [OH:1][C:2]1[CH:3]=[C:4]2[C:9](=[CH:10][CH:11]=1)[CH2:8][CH:7]([CH2:12][N:13]1[CH2:18][CH2:17][CH2:16][CH2:15][CH2:14]1)[CH2:6][CH2:5]2.[Cl:19][CH2:20][C:21]1[O:22][C:23]([C:26]2[CH:31]=[CH:30][CH:29]=[CH:28][CH:27]=2)=[N:24][N:25]=1.C(=O)([O-])[O-].[K+].[K+], predict the reaction product. The product is: [ClH:19].[C:26]1([C:23]2[O:22][C:21]([CH2:20][O:1][C:2]3[CH:3]=[C:4]4[C:9](=[CH:10][CH:11]=3)[CH2:8][CH:7]([CH2:12][N:13]3[CH2:18][CH2:17][CH2:16][CH2:15][CH2:14]3)[CH2:6][CH2:5]4)=[N:25][N:24]=2)[CH:27]=[CH:28][CH:29]=[CH:30][CH:31]=1. (4) Given the reactants [CH3:1][O:2][C:3]1[CH:8]=[CH:7][C:6]([S:9]([N:12]2[C:21]3[CH:22]=[CH:23][S:24][C:20]=3[C:19]3[CH:18]=[CH:17][CH:16]=[CH:15][C:14]=3[C@H:13]2[CH3:25])(=[O:11])=[O:10])=[CH:5][CH:4]=1.C(O)(=O)C.C(Cl)(Cl)Cl.[Br:34]N1C(=O)CCC1=O, predict the reaction product. The product is: [Br:34][C:23]1[S:24][C:20]2[C:19]3[CH:18]=[CH:17][CH:16]=[CH:15][C:14]=3[C@@H:13]([CH3:25])[N:12]([S:9]([C:6]3[CH:5]=[CH:4][C:3]([O:2][CH3:1])=[CH:8][CH:7]=3)(=[O:11])=[O:10])[C:21]=2[CH:22]=1. (5) Given the reactants CC1C=CC(S([O:11][C:12]2[CH:17]=[CH:16][C:15]([Br:18])=[C:14]([O:19][CH3:20])[CH:13]=2)(=O)=O)=CC=1.[OH-].[Na+], predict the reaction product. The product is: [Br:18][C:15]1[CH:16]=[CH:17][C:12]([OH:11])=[CH:13][C:14]=1[O:19][CH3:20]. (6) Given the reactants [Cl:1][C:2]1[CH:7]=[CH:6][C:5]([C:8]2[CH:9]=[C:10]([CH3:20])[C:11]3[N:12]([C:14]([C:17]([OH:19])=O)=[CH:15][N:16]=3)[CH:13]=2)=[CH:4][CH:3]=1.O[NH:22][C:23]([C:25]1[S:26][C:27]([S:30](=[O:33])(=[O:32])[NH2:31])=[CH:28][CH:29]=1)=[NH:24], predict the reaction product. The product is: [Cl:1][C:2]1[CH:3]=[CH:4][C:5]([C:8]2[CH:9]=[C:10]([CH3:20])[C:11]3[N:12]([C:14]([C:17]4[O:19][N:24]=[C:23]([C:25]5[S:26][C:27]([S:30]([NH2:31])(=[O:33])=[O:32])=[CH:28][CH:29]=5)[N:22]=4)=[CH:15][N:16]=3)[CH:13]=2)=[CH:6][CH:7]=1.